This data is from Forward reaction prediction with 1.9M reactions from USPTO patents (1976-2016). The task is: Predict the product of the given reaction. Given the reactants Cl[CH2:2][C:3]1[CH:8]=[CH:7][CH:6]=[C:5]([S:9][CH:10]2[CH2:14][CH2:13][CH2:12][CH2:11]2)[N:4]=1.C[O:16][C:17](=[O:30])[CH2:18][CH:19]1[CH2:21][CH:20]1[C:22]1[CH:27]=[CH:26][C:25]([OH:28])=[C:24]([F:29])[CH:23]=1, predict the reaction product. The product is: [CH:10]1([S:9][C:5]2[N:4]=[C:3]([CH2:2][O:28][C:25]3[CH:26]=[CH:27][C:22]([CH:20]4[CH2:21][CH:19]4[CH2:18][C:17]([OH:30])=[O:16])=[CH:23][C:24]=3[F:29])[CH:8]=[CH:7][CH:6]=2)[CH2:14][CH2:13][CH2:12][CH2:11]1.